From a dataset of Full USPTO retrosynthesis dataset with 1.9M reactions from patents (1976-2016). Predict the reactants needed to synthesize the given product. (1) Given the product [CH3:1][C:2]([CH3:22])([CH3:21])[CH2:3][CH2:4][C@@H:5]([C:6]([O:8][CH3:9])=[O:7])[NH2:10], predict the reactants needed to synthesize it. The reactants are: [CH3:1][C:2]([CH3:22])([CH3:21])[CH2:3]/[CH:4]=[C:5](/[NH:10]C(OCC1C=CC=CC=1)=O)\[C:6]([O:8][CH3:9])=[O:7]. (2) Given the product [C:10]([NH:1][CH:2]([C:3]([CH3:6])([CH3:5])[CH3:4])[C:7]([OH:9])=[O:8])(=[O:17])[C:11]1[CH:16]=[CH:15][CH:14]=[CH:13][CH:12]=1, predict the reactants needed to synthesize it. The reactants are: [NH2:1][C@H:2]([C:7]([OH:9])=[O:8])[C:3]([CH3:6])([CH3:5])[CH3:4].[C:10](Cl)(=[O:17])[C:11]1[CH:16]=[CH:15][CH:14]=[CH:13][CH:12]=1. (3) Given the product [CH3:19][N:20]([CH3:21])[CH2:2][CH2:3][O:4][NH:5][C:6](=[O:12])[O:7][C:8]([CH3:11])([CH3:10])[CH3:9], predict the reactants needed to synthesize it. The reactants are: O[CH2:2][CH2:3][O:4][NH:5][C:6](=[O:12])[O:7][C:8]([CH3:11])([CH3:10])[CH3:9].CS(Cl)(=O)=O.Cl.[CH3:19][NH:20][CH3:21].C(=O)([O-])[O-].[K+].[K+]. (4) Given the product [Cl:21][C:22]1[C:35]([F:36])=[CH:34][C:25]2[NH:26][C:27]([C@@H:29]3[CH2:33][CH2:32][CH2:31][N:30]3[C:14]([C@H:13]([CH2:17][CH2:18][CH2:19][CH3:20])[CH2:12][N:9]([OH:8])[CH:10]=[O:11])=[O:15])=[N:28][C:24]=2[CH:23]=1, predict the reactants needed to synthesize it. The reactants are: C([O:8][N:9]([CH2:12][C@@H:13]([CH2:17][CH2:18][CH2:19][CH3:20])[C:14](O)=[O:15])[CH:10]=[O:11])C1C=CC=CC=1.[Cl:21][C:22]1[C:35]([F:36])=[CH:34][C:25]2[NH:26][C:27]([C@@H:29]3[CH2:33][CH2:32][CH2:31][NH:30]3)=[N:28][C:24]=2[CH:23]=1. (5) Given the product [CH2:32]([N:27]([CH2:28][CH3:29])[CH2:2][C:3]([NH:5][C:6]1[C:19]2[C:18](=[O:20])[C:17]3[C:12](=[CH:13][CH:14]=[CH:15][C:16]=3[NH:21][C:22](=[O:25])[CH2:23][N:35]([CH2:36][CH3:37])[CH2:33][CH3:34])[C:11](=[O:26])[C:10]=2[CH:9]=[CH:8][CH:7]=1)=[O:4])[CH3:31], predict the reactants needed to synthesize it. The reactants are: Cl[CH2:2][C:3]([NH:5][C:6]1[C:19]2[C:18](=[O:20])[C:17]3[C:12](=[CH:13][CH:14]=[CH:15][C:16]=3[NH:21][C:22](=[O:25])[CH2:23]Cl)[C:11](=[O:26])[C:10]=2[CH:9]=[CH:8][CH:7]=1)=[O:4].[N:27]1[CH:32]=[CH:31]C=[CH:29][CH:28]=1.[CH2:33]([NH:35][CH2:36][CH3:37])[CH3:34]. (6) Given the product [Br:1][C:2]1[S:6][C:5]([C:7]2[N:16]([CH2:18][C:19]([O:21][CH2:22][CH3:23])=[O:20])[N:17]=[C:9]([C:10]([F:13])([F:12])[F:11])[CH:8]=2)=[CH:4][CH:3]=1, predict the reactants needed to synthesize it. The reactants are: [Br:1][C:2]1[S:6][C:5]([C:7](=O)[CH2:8][C:9](=O)[C:10]([F:13])([F:12])[F:11])=[CH:4][CH:3]=1.[NH:16]([CH2:18][C:19]([O:21][CH2:22][CH3:23])=[O:20])[NH2:17]. (7) Given the product [CH:1]1([O:5][C@H:6]2[CH2:11][CH2:10][C@H:9]([NH2:12])[CH2:8][CH2:7]2)[CH2:4][CH2:3][CH2:2]1, predict the reactants needed to synthesize it. The reactants are: [CH:1]1([O:5][C@H:6]2[CH2:11][CH2:10][C@H:9]([N:12]3C(=O)C4=CC=CC=C4C3=O)[CH2:8][CH2:7]2)[CH2:4][CH2:3][CH2:2]1.O.NN. (8) Given the product [F:20][C:21]1[CH:26]=[CH:25][C:24]([C:2]2[C:7]([O:19][CH2:18][C:15]3[CH:16]=[CH:17][N:12]=[CH:13][CH:14]=3)=[N:6][CH:5]=[C:4]([CH:3]=2)[C:9]([NH:30][C@@H:31]2[CH2:36][CH2:35][CH2:34][CH2:33][C@H:32]2[OH:37])=[O:11])=[CH:23][CH:22]=1, predict the reactants needed to synthesize it. The reactants are: Br[C:2]1[CH:3]=[C:4]([C:9]([OH:11])=O)[CH:5]=[N:6][C:7]=1Cl.[N:12]1[CH:17]=[CH:16][C:15]([CH2:18][OH:19])=[CH:14][CH:13]=1.[F:20][C:21]1[CH:26]=[CH:25][C:24](B(O)O)=[CH:23][CH:22]=1.[NH2:30][C@@H:31]1[CH2:36][CH2:35][CH2:34][CH2:33][C@H:32]1[OH:37].